From a dataset of Catalyst prediction with 721,799 reactions and 888 catalyst types from USPTO. Predict which catalyst facilitates the given reaction. (1) Reactant: [CH2:1]([O:3][C:4](=[O:18])/[CH:5]=[C:6](\[NH:8][CH2:9][C:10]1[C:15]([F:16])=[CH:14][CH:13]=[CH:12][C:11]=1[F:17])/[CH3:7])[CH3:2].CC1(C)[O:25][C:24](=O)[CH:23]=[C:22]([CH3:27])O1. Product: [F:16][C:15]1[CH:14]=[CH:13][CH:12]=[C:11]([F:17])[C:10]=1[CH2:9][N:8]1[C:22]([CH3:27])=[CH:23][C:24](=[O:25])[C:5]([C:4]([O:3][CH2:1][CH3:2])=[O:18])=[C:6]1[CH3:7]. The catalyst class is: 11. (2) Reactant: [Cl:1][C:2]1[C:11]2[C:6](=[CH:7][CH:8]=[C:9]([C:12]([C:24]3[N:28]([CH3:29])[CH:27]=[N:26][CH:25]=3)([C:14]3[CH:15]=[N:16][C:17]([C:20]([F:23])([F:22])[F:21])=[CH:18][CH:19]=3)[OH:13])[CH:10]=2)[N:5]=[C:4]([O:30][CH3:31])[C:3]=1[CH2:32][CH2:33][CH:34]1[CH2:39][CH2:38][NH:37][CH2:36][CH2:35]1.CCN(CC)CC.[C:47](OC(=O)C)(=[O:49])[CH3:48]. Product: [C:47]([N:37]1[CH2:36][CH2:35][CH:34]([CH2:33][CH2:32][C:3]2[C:4]([O:30][CH3:31])=[N:5][C:6]3[C:11]([C:2]=2[Cl:1])=[CH:10][C:9]([C:12]([C:24]2[N:28]([CH3:29])[CH:27]=[N:26][CH:25]=2)([C:14]2[CH:15]=[N:16][C:17]([C:20]([F:22])([F:23])[F:21])=[CH:18][CH:19]=2)[OH:13])=[CH:8][CH:7]=3)[CH2:39][CH2:38]1)(=[O:49])[CH3:48]. The catalyst class is: 2. (3) Reactant: [CH2:1]([OH:19])[CH2:2][O:3][CH2:4][CH2:5][O:6][CH2:7][CH2:8][O:9][CH2:10][CH2:11][O:12][CH2:13][CH2:14][O:15][CH2:16][CH2:17][OH:18].[OH-].[Na+].Br[CH2:23][CH2:24][CH2:25][CH2:26][CH2:27][CH2:28][CH2:29][CH2:30][CH2:31][CH:32]=[CH2:33]. Product: [CH2:33]([O:18][CH2:17][CH2:16][O:15][CH2:14][CH2:13][O:12][CH2:11][CH2:10][O:9][CH2:8][CH2:7][O:6][CH2:5][CH2:4][O:3][CH2:2][CH2:1][OH:19])[CH2:32][CH2:31][CH2:30][CH2:29][CH2:28][CH2:27][CH2:26][CH2:25][CH:24]=[CH2:23]. The catalyst class is: 125. (4) Reactant: [CH2:1]([O:8][C:9]1[C:18]2[C:13](=[CH:14][CH:15]=[C:16]([CH3:19])[CH:17]=2)[N:12]=[C:11]([CH3:20])[C:10]=1[CH3:21])[C:2]1[CH:7]=[CH:6][CH:5]=[CH:4][CH:3]=1.ClC1C=CC=C(C(OO)=[O:30])C=1.[OH-].[Na+].O. Product: [CH2:1]([O:8][C:9]1[C:18]2[C:13](=[CH:14][CH:15]=[C:16]([CH3:19])[CH:17]=2)[N+:12]([O-:30])=[C:11]([CH3:20])[C:10]=1[CH3:21])[C:2]1[CH:7]=[CH:6][CH:5]=[CH:4][CH:3]=1. The catalyst class is: 22. (5) Reactant: [Br:1][C:2]1[CH:11]=[CH:10][C:5]([C:6]([O:8][CH3:9])=[O:7])=[C:4]([N+:12]([O-:14])=[O:13])[C:3]=1[NH:15][C:16](=O)[C:17]([CH3:20])([CH3:19])[CH3:18].CSC.B.C([O-])(O)=O.[Na+]. Product: [Br:1][C:2]1[CH:11]=[CH:10][C:5]([C:6]([O:8][CH3:9])=[O:7])=[C:4]([N+:12]([O-:14])=[O:13])[C:3]=1[NH:15][CH2:16][C:17]([CH3:20])([CH3:19])[CH3:18]. The catalyst class is: 11. (6) Reactant: [CH3:1][S:2](Cl)(=[O:4])=[O:3].[Cl:6][C:7]1[CH:26]=[CH:25][C:24]([CH2:27][CH2:28][C@H:29]([OH:32])[CH2:30][OH:31])=[CH:23][C:8]=1[C:9]([NH:11][CH2:12][C:13]12[CH2:22][CH:17]3[CH2:18][CH:19]([CH2:21][CH:15]([CH2:16]3)[CH2:14]1)[CH2:20]2)=[O:10].C(N(CC)CC)C. Product: [Cl:6][C:7]1[CH:26]=[CH:25][C:24]([CH2:27][CH2:28][C@H:29]([OH:32])[CH2:30][O:31][S:2]([CH3:1])(=[O:4])=[O:3])=[CH:23][C:8]=1[C:9]([NH:11][CH2:12][C:13]12[CH2:20][CH:19]3[CH2:18][CH:17]([CH2:16][CH:15]([CH2:21]3)[CH2:14]1)[CH2:22]2)=[O:10]. The catalyst class is: 4.